This data is from Catalyst prediction with 721,799 reactions and 888 catalyst types from USPTO. The task is: Predict which catalyst facilitates the given reaction. (1) Reactant: [C:1]([NH:4][C:5]1[N:10]=[C:9]([C:11]2[CH:16]=[CH:15][C:14]([N:17]3[C:21]([Cl:22])=[CH:20][C:19]([NH2:23])=[C:18]3[C:24]([O:26][CH2:27][CH3:28])=[O:25])=[CH:13][CH:12]=2)[CH:8]=[CH:7][CH:6]=1)(=[O:3])[CH3:2].[N:29]([C:32]1[CH:37]=[CH:36][CH:35]=[C:34]([O:38][CH3:39])[CH:33]=1)=[C:30]=[O:31]. Product: [C:1]([NH:4][C:5]1[N:10]=[C:9]([C:11]2[CH:12]=[CH:13][C:14]([N:17]3[C:21]([Cl:22])=[CH:20][C:19]([NH:23][C:30]([NH:29][C:32]4[CH:37]=[CH:36][CH:35]=[C:34]([O:38][CH3:39])[CH:33]=4)=[O:31])=[C:18]3[C:24]([O:26][CH2:27][CH3:28])=[O:25])=[CH:15][CH:16]=2)[CH:8]=[CH:7][CH:6]=1)(=[O:3])[CH3:2]. The catalyst class is: 11. (2) Reactant: [CH3:1][O:2][C:3]1[CH:8]=[CH:7][C:6]([C@H:9]2[CH2:14][C@@H:13]([CH:15]=[C:16]3[CH2:21][CH2:20][O:19][CH2:18][CH2:17]3)[NH:12][CH2:11][C@@H:10]2[O:22][CH:23]([C:34]2[CH:35]=[CH:36][C:37]3[O:42][CH2:41][CH2:40][N:39]([CH2:43][CH2:44][CH2:45][O:46][CH3:47])[C:38]=3[CH:48]=2)[S:24]([C:27]2[CH:32]=[CH:31][C:30]([CH3:33])=[CH:29][CH:28]=2)(=[O:26])=[O:25])=[CH:5][CH:4]=1. The catalyst class is: 8. Product: [CH3:1][O:2][C:3]1[CH:4]=[CH:5][C:6]([C@H:9]2[CH2:14][C@@H:13]([CH2:15][CH:16]3[CH2:21][CH2:20][O:19][CH2:18][CH2:17]3)[NH:12][CH2:11][C@@H:10]2[O:22][CH:23]([C:34]2[CH:35]=[CH:36][C:37]3[O:42][CH2:41][CH2:40][N:39]([CH2:43][CH2:44][CH2:45][O:46][CH3:47])[C:38]=3[CH:48]=2)[S:24]([C:27]2[CH:32]=[CH:31][C:30]([CH3:33])=[CH:29][CH:28]=2)(=[O:26])=[O:25])=[CH:7][CH:8]=1. (3) Reactant: [Si]([O:8][CH2:9][C:10]1([CH3:36])[S:16][CH2:15][CH2:14][N:13]2[C:17]([C:20]3([C:23]4[CH:28]=[CH:27][C:26]([C:29]5[CH:34]=[CH:33][C:32]([CH3:35])=[CH:31][N:30]=5)=[CH:25][CH:24]=4)[CH2:22][CH2:21]3)=[N:18][N:19]=[C:12]2[CH2:11]1)(C(C)(C)C)(C)C.Cl. Product: [CH3:36][C:10]1([CH2:9][OH:8])[S:16][CH2:15][CH2:14][N:13]2[C:17]([C:20]3([C:23]4[CH:24]=[CH:25][C:26]([C:29]5[CH:34]=[CH:33][C:32]([CH3:35])=[CH:31][N:30]=5)=[CH:27][CH:28]=4)[CH2:22][CH2:21]3)=[N:18][N:19]=[C:12]2[CH2:11]1. The catalyst class is: 5. (4) Reactant: [F:1][C:2]([F:17])([F:16])[C:3]1[CH:4]=[C:5]([CH:13]=[CH:14][CH:15]=1)[CH2:6][N:7]1[CH2:12][CH2:11][NH:10][CH2:9][CH2:8]1.[O:18]=[C:19]1[C:24]([C:31]2[CH:36]=[CH:35][CH:34]=[CH:33][CH:32]=2)([C:25]2[CH:30]=[CH:29][CH:28]=[CH:27][CH:26]=2)[CH2:23][CH2:22][CH2:21][N:20]1[CH2:37][C:38](O)=[O:39].Cl.C(N=C=NCCCN(C)C)C. Product: [O:39]=[C:38]([N:10]1[CH2:11][CH2:12][N:7]([CH2:6][C:5]2[CH:13]=[CH:14][CH:15]=[C:3]([C:2]([F:1])([F:16])[F:17])[CH:4]=2)[CH2:8][CH2:9]1)[CH2:37][N:20]1[CH2:21][CH2:22][CH2:23][C:24]([C:31]2[CH:36]=[CH:35][CH:34]=[CH:33][CH:32]=2)([C:25]2[CH:30]=[CH:29][CH:28]=[CH:27][CH:26]=2)[C:19]1=[O:18]. The catalyst class is: 4. (5) Reactant: [N:1]([CH2:4][CH2:5][O:6][CH2:7][CH2:8][CH2:9][CH2:10][CH2:11][CH2:12][CH2:13][CH2:14][CH2:15][CH2:16][CH2:17][CH3:18])=[N+]=[N-]. Product: [CH2:7]([O:6][CH2:5][CH2:4][NH2:1])[CH2:8][CH2:9][CH2:10][CH2:11][CH2:12][CH2:13][CH2:14][CH2:15][CH2:16][CH2:17][CH3:18]. The catalyst class is: 19. (6) Reactant: [F:1][C:2]1[N:7]=[CH:6][C:5]([C:8]2[C:17]3[CH2:16][CH2:15][N:14]4[C:18](=[O:24])[CH2:19][NH:20][C:21](=O)[CH:22]=[C:13]4[C:12]=3[N:11]=[CH:10][CH:9]=2)=[CH:4][CH:3]=1.ClCCCl.[CH:29]([C:32]1[N:33]=[CH:34][NH:35][CH:36]=1)([CH3:31])[CH3:30].C([O-])(O)=O.[Na+]. Product: [F:1][C:2]1[N:7]=[CH:6][C:5]([C:8]2[C:17]3[CH2:16][CH2:15][N:14]4[C:18](=[O:24])[CH2:19][N:20]=[C:21]([N:35]5[CH:36]=[C:32]([CH:29]([CH3:31])[CH3:30])[N:33]=[CH:34]5)[CH:22]=[C:13]4[C:12]=3[N:11]=[CH:10][CH:9]=2)=[CH:4][CH:3]=1. The catalyst class is: 2. (7) Reactant: [F:1][C:2]1[CH:34]=[CH:33][C:5]([CH2:6][N:7]2[C:15]3[C:10](=[CH:11][C:12]([C:16]([NH:18][CH:19]4[CH2:23][CH2:22][N:21](C(OC(C)(C)C)=O)[CH2:20]4)=[O:17])=[CH:13][CH:14]=3)[C:9]([CH3:31])=[C:8]2[CH3:32])=[CH:4][CH:3]=1.[ClH:35].C(OCC)(=O)C.CO. Product: [ClH:35].[F:1][C:2]1[CH:3]=[CH:4][C:5]([CH2:6][N:7]2[C:15]3[C:10](=[CH:11][C:12]([C:16]([NH:18][CH:19]4[CH2:23][CH2:22][NH:21][CH2:20]4)=[O:17])=[CH:13][CH:14]=3)[C:9]([CH3:31])=[C:8]2[CH3:32])=[CH:33][CH:34]=1. The catalyst class is: 13. (8) Reactant: Cl.[F:2][C:3]1[C:11]([CH:12]([C:14]2[N:18]3[N:19]=[C:20]([C:23]([O:25]CC)=[CH2:24])[CH:21]=[CH:22][C:17]3=[N:16][CH:15]=2)[CH3:13])=[C:10]([F:28])[CH:9]=[C:8]2[C:4]=1[CH:5]=[N:6][N:7]2[CH3:29].C([O-])(O)=O.[Na+]. Product: [F:2][C:3]1[C:11]([CH:12]([C:14]2[N:18]3[N:19]=[C:20]([C:23](=[O:25])[CH3:24])[CH:21]=[CH:22][C:17]3=[N:16][CH:15]=2)[CH3:13])=[C:10]([F:28])[CH:9]=[C:8]2[C:4]=1[CH:5]=[N:6][N:7]2[CH3:29]. The catalyst class is: 5. (9) Reactant: [Cl:1][CH2:2][C:3]1[CH:4]=[CH:5][C:6]2[N:7]([C:9]([CH3:16])=[C:10]([C:12]([F:15])([F:14])[F:13])[N:11]=2)[N:8]=1.[C:17]1([P:23]([C:30]2[CH:35]=[CH:34][CH:33]=[CH:32][CH:31]=2)[C:24]2[CH:29]=[CH:28][CH:27]=[CH:26][CH:25]=2)[CH:22]=[CH:21][CH:20]=[CH:19][CH:18]=1. Product: [Cl-:1].[CH3:16][C:9]1[N:7]2[N:8]=[C:3]([CH2:2][P+:23]([C:24]3[CH:25]=[CH:26][CH:27]=[CH:28][CH:29]=3)([C:30]3[CH:35]=[CH:34][CH:33]=[CH:32][CH:31]=3)[C:17]3[CH:18]=[CH:19][CH:20]=[CH:21][CH:22]=3)[CH:4]=[CH:5][C:6]2=[N:11][C:10]=1[C:12]([F:15])([F:14])[F:13]. The catalyst class is: 353.